This data is from Forward reaction prediction with 1.9M reactions from USPTO patents (1976-2016). The task is: Predict the product of the given reaction. (1) Given the reactants C[O:2][C:3]([C:5]1[CH:13]=[C:12]2[C:8]([C:9]([CH:32]3[CH2:37][CH2:36][CH2:35][CH2:34][CH2:33]3)=[C:10]([C:23]3[CH:28]=[CH:27][C:26]([NH2:29])=[C:25]([CH:30]=O)[CH:24]=3)[N:11]2[CH2:14][C:15]([N:17]2[CH2:22][CH2:21][O:20][CH2:19][CH2:18]2)=[O:16])=[CH:7][CH:6]=1)=[O:4].[CH3:38][C:39]1[C:40]([C:45](=O)[CH3:46])=[N:41][CH:42]=[CH:43][N:44]=1, predict the reaction product. The product is: [CH:32]1([C:9]2[C:8]3[C:12](=[CH:13][C:5]([C:3]([OH:4])=[O:2])=[CH:6][CH:7]=3)[N:11]([CH2:14][C:15]([N:17]3[CH2:18][CH2:19][O:20][CH2:21][CH2:22]3)=[O:16])[C:10]=2[C:23]2[CH:24]=[C:25]3[C:26](=[CH:27][CH:28]=2)[N:29]=[C:45]([C:40]2[C:39]([CH3:38])=[N:44][CH:43]=[CH:42][N:41]=2)[CH:46]=[CH:30]3)[CH2:37][CH2:36][CH2:35][CH2:34][CH2:33]1. (2) Given the reactants [Cl:1][C:2]1[N:7]=[CH:6][C:5]([CH2:8][N:9]2[C:14]([CH3:15])=[CH:13][C:12](=O)[N:11]3[N:17]=[C:18]([S:20][CH3:21])[N:19]=[C:10]23)=[CH:4][CH:3]=1.COC1C=CC(P2(SP(C3C=CC(OC)=CC=3)(=S)S2)=[S:31])=CC=1, predict the reaction product. The product is: [Cl:1][C:2]1[N:7]=[CH:6][C:5]([CH2:8][N:9]2[C:14]([CH3:15])=[CH:13][C:12](=[S:31])[N:11]3[N:17]=[C:18]([S:20][CH3:21])[N:19]=[C:10]23)=[CH:4][CH:3]=1.